This data is from Full USPTO retrosynthesis dataset with 1.9M reactions from patents (1976-2016). The task is: Predict the reactants needed to synthesize the given product. (1) Given the product [C:17]([C:12]1[C:13](=[O:16])[N:14]([CH2:26][CH2:27][CH2:28][C:29]2[CH:34]=[CH:33][CH:32]=[CH:31][C:30]=2[Cl:35])[N:15]=[C:10]([C:4]2[CH:5]=[CH:6][C:7]([O:8][CH3:9])=[C:2]([F:1])[CH:3]=2)[CH:11]=1)([OH:19])=[O:18], predict the reactants needed to synthesize it. The reactants are: [F:1][C:2]1[CH:3]=[C:4]([C:10]2[CH:11]=[C:12]([C:17]([O:19]C)=[O:18])[C:13](=[O:16])[NH:14][N:15]=2)[CH:5]=[CH:6][C:7]=1[O:8][CH3:9].CS(O[CH2:26][CH2:27][CH2:28][C:29]1[CH:34]=[CH:33][CH:32]=[CH:31][C:30]=1[Cl:35])(=O)=O. (2) Given the product [NH2:30][C@@H:8]([CH2:1][C:2]1[CH:3]=[CH:4][CH:5]=[CH:6][CH:7]=1)[CH2:9][C@H:10]([OH:29])[C@@H:11]([NH:19][C:20](=[O:21])[O:22][CH2:23][C:24]1[S:28][CH:27]=[N:26][CH:25]=1)[CH2:12][C:13]1[CH:18]=[CH:17][CH:16]=[CH:15][CH:14]=1, predict the reactants needed to synthesize it. The reactants are: [CH2:1]([C@H:8]([NH:30]C(=O)OC(C)(C)C)[CH2:9][C@H:10]([OH:29])[C@@H:11]([NH:19][C:20]([O:22][CH2:23][C:24]1[S:28][CH:27]=[N:26][CH:25]=1)=[O:21])[CH2:12][C:13]1[CH:18]=[CH:17][CH:16]=[CH:15][CH:14]=1)[C:2]1[CH:7]=[CH:6][CH:5]=[CH:4][CH:3]=1. (3) Given the product [F:43][C:2]([F:1])([F:42])[C:3]1[CH:8]=[CH:7][N:6]=[C:5]([C@H:9]([NH:11][C:12]([C:14]2[C:22]3[C:17](=[N:18][CH:19]=[C:20]([C:23]4[C:31]5[C:26](=[CH:27][C:28]([F:32])=[CH:29][CH:30]=5)[N:25]([CH3:33])[N:24]=4)[N:21]=3)[NH:16][CH:15]=2)=[O:13])[CH3:10])[CH:4]=1, predict the reactants needed to synthesize it. The reactants are: [F:1][C:2]([F:43])([F:42])[C:3]1[CH:8]=[CH:7][N:6]=[C:5]([C@H:9]([NH:11][C:12]([C:14]2[C:22]3[C:17](=[N:18][CH:19]=[C:20]([C:23]4[C:31]5[C:26](=[CH:27][C:28]([F:32])=[CH:29][CH:30]=5)[N:25]([CH3:33])[N:24]=4)[N:21]=3)[N:16](COCC[Si](C)(C)C)[CH:15]=2)=[O:13])[CH3:10])[CH:4]=1.C(O)(C(F)(F)F)=O.C(N)CN. (4) Given the product [NH2:7][C:8]1[C@:9]([CH3:38])([C:34]([F:35])([F:37])[F:36])[O:10][CH2:11][C@:12]([C:15]2[CH:20]=[C:19]([NH:21][C:22]([C:24]3[C:29]([CH3:30])=[CH:28][C:27]([C:31]#[N:32])=[CH:26][N:25]=3)=[O:23])[CH:18]=[CH:17][C:16]=2[F:33])([CH3:14])[N:13]=1, predict the reactants needed to synthesize it. The reactants are: C(OC(=O)[NH:7][C:8]1[C@:9]([CH3:38])([C:34]([F:37])([F:36])[F:35])[O:10][CH2:11][C@:12]([C:15]2[CH:20]=[C:19]([NH:21][C:22]([C:24]3[C:29]([CH3:30])=[CH:28][C:27]([C:31]#[N:32])=[CH:26][N:25]=3)=[O:23])[CH:18]=[CH:17][C:16]=2[F:33])([CH3:14])[N:13]=1)(C)(C)C.C(O)(C(F)(F)F)=O.C([O-])([O-])=O.[K+].[K+]. (5) Given the product [CH3:31][N:32]1[CH:36]=[C:35]([C:2]2[CH:3]=[CH:4][C:5]3[N:6]([C:8]([C:11]([C:14]4[CH:22]=[CH:21][C:20]5[C:16](=[CH:17][N:18]([CH2:23][O:24][CH2:25][CH2:26][Si:27]([CH3:30])([CH3:29])[CH3:28])[N:19]=5)[CH:15]=4)([OH:13])[CH3:12])=[CH:9][N:10]=3)[N:7]=2)[CH:34]=[N:33]1, predict the reactants needed to synthesize it. The reactants are: Cl[C:2]1[CH:3]=[CH:4][C:5]2[N:6]([C:8]([C:11]([C:14]3[CH:22]=[CH:21][C:20]4[C:16](=[CH:17][N:18]([CH2:23][O:24][CH2:25][CH2:26][Si:27]([CH3:30])([CH3:29])[CH3:28])[N:19]=4)[CH:15]=3)([OH:13])[CH3:12])=[CH:9][N:10]=2)[N:7]=1.[CH3:31][N:32]1[CH:36]=[C:35](B2OC(C)(C)C(C)(C)O2)[CH:34]=[N:33]1.C([O-])([O-])=O.[K+].[K+].CCOC(C)=O. (6) The reactants are: Br[C:2]1[N:10]([CH2:11][C:12]2[C:17]([F:18])=[CH:16][CH:15]=[CH:14][C:13]=2[Cl:19])[C:9]2[C:8](=[O:20])[N:7]([CH3:21])[C:6](=[O:22])[N:5]([CH3:23])[C:4]=2[N:3]=1.[NH:24]1[CH2:28][CH2:27][CH2:26][CH2:25]1.O. Given the product [Cl:19][C:13]1[CH:14]=[CH:15][CH:16]=[C:17]([F:18])[C:12]=1[CH2:11][N:10]1[C:9]2[C:8](=[O:20])[N:7]([CH3:21])[C:6](=[O:22])[N:5]([CH3:23])[C:4]=2[N:3]=[C:2]1[N:24]1[CH2:28][CH2:27][CH2:26][CH2:25]1, predict the reactants needed to synthesize it. (7) Given the product [Cl:1][C:2]1[CH:3]=[C:4]([NH:17][C:18]2[C:23]([C:24]#[N:25])=[CH:22][N:21]=[C:20]3[S:26][C:27]4[CH2:28][N:29]([C:39](=[O:40])/[CH:38]=[CH:37]/[CH2:36][N:35]([CH3:34])[CH:42]([CH3:44])[CH3:43])[CH2:30][CH2:31][C:32]=4[C:19]=23)[CH:5]=[CH:6][C:7]=1[O:8][CH2:9][C:10]1[CH:15]=[CH:14][CH:13]=[C:12]([F:16])[CH:11]=1, predict the reactants needed to synthesize it. The reactants are: [Cl:1][C:2]1[CH:3]=[C:4]([NH:17][C:18]2[C:23]([C:24]#[N:25])=[CH:22][N:21]=[C:20]3[S:26][C:27]4[CH2:28][NH:29][CH2:30][CH2:31][C:32]=4[C:19]=23)[CH:5]=[CH:6][C:7]=1[O:8][CH2:9][C:10]1[CH:15]=[CH:14][CH:13]=[C:12]([F:16])[CH:11]=1.Cl.[CH3:34][N:35]([CH:42]([CH3:44])[CH3:43])[CH2:36]/[CH:37]=[CH:38]/[C:39](O)=[O:40].CCN(C(C)C)C(C)C.CN(C(ON1N=NC2C=CC=CC1=2)=[N+](C)C)C.[B-](F)(F)(F)F.